Dataset: Reaction yield outcomes from USPTO patents with 853,638 reactions. Task: Predict the reaction yield, written as a fraction of the theoretical maximum amount of product (1.0 means a 100% yield; for example, 0.34 means a 34% yield). The reactants are [CH2:1]([C:8]1[S:12][C:11]([C:13]2[CH:18]=[C:17]([F:19])[CH:16]=[CH:15][C:14]=2[F:20])=[N:10][C:9]=1[C@H:21]([N:26]([CH2:32][C@H:33]1[C@@H:37]([F:38])[CH2:36][N:35](C(OCC2C=CC=CC=2)=O)[CH2:34]1)[C:27](=[O:31])[C@@H:28]([OH:30])[CH3:29])[C:22]([CH3:25])([CH3:24])[CH3:23])[C:2]1[CH:7]=[CH:6][CH:5]=[CH:4][CH:3]=1.O. The catalyst is C(O)C.C(#N)C.[Pd]. The product is [CH2:1]([C:8]1[S:12][C:11]([C:13]2[CH:18]=[C:17]([F:19])[CH:16]=[CH:15][C:14]=2[F:20])=[N:10][C:9]=1[C@H:21]([N:26]([CH2:32][C@H:33]1[C@@H:37]([F:38])[CH2:36][NH:35][CH2:34]1)[C:27](=[O:31])[C@@H:28]([OH:30])[CH3:29])[C:22]([CH3:25])([CH3:23])[CH3:24])[C:2]1[CH:7]=[CH:6][CH:5]=[CH:4][CH:3]=1. The yield is 0.750.